Dataset: Full USPTO retrosynthesis dataset with 1.9M reactions from patents (1976-2016). Task: Predict the reactants needed to synthesize the given product. (1) Given the product [CH2:29]([O:36][C:37]([NH:39][C@H:40]([C:47]1[CH:48]=[C:49]([NH:53][C:54]([O:56][CH2:57][CH2:58][C:59]2[CH:64]=[CH:63][C:62]([B:25]([OH:27])[OH:26])=[CH:61][C:60]=2[CH3:66])=[O:55])[CH:50]=[CH:51][CH:52]=1)[CH2:41][C:42]([O:44][CH2:45][CH3:46])=[O:43])=[O:38])[C:30]1[CH:35]=[CH:34][CH:33]=[CH:32][CH:31]=1, predict the reactants needed to synthesize it. The reactants are: C(C1C=C(NC(=O)CCCC2C=CC([B:25]([OH:27])[OH:26])=CC=2)C=CC=1S(CC)(=O)=O)#N.[CH2:29]([O:36][C:37]([NH:39][C@H:40]([C:47]1[CH:52]=[CH:51][CH:50]=[C:49]([NH:53][C:54]([O:56][CH2:57][CH2:58][C:59]2[CH:64]=[CH:63][C:62](Br)=[CH:61][C:60]=2[CH3:66])=[O:55])[CH:48]=1)[CH2:41][C:42]([O:44][CH2:45][CH3:46])=[O:43])=[O:38])[C:30]1[CH:35]=[CH:34][CH:33]=[CH:32][CH:31]=1. (2) Given the product [CH3:10][C@:11]12[C:19]([C:20]3([CH2:23]/[CH:24]=[CH:25]/[C:26]([OH:35])([C:31]([F:32])([F:33])[F:34])[C:27]([F:29])([F:30])[F:28])[CH2:22][CH2:21]3)=[CH:18][CH2:17][C@H:16]1[C@@H:15]([OH:36])[CH2:14][CH2:13][CH2:12]2, predict the reactants needed to synthesize it. The reactants are: [H-].[Al+3].[Li+].[H-].[H-].[H-].C[O-].[Na+].[CH3:10][C@:11]12[C:19]([C:20]3([CH2:23][C:24]#[C:25][C:26]([OH:35])([C:31]([F:34])([F:33])[F:32])[C:27]([F:30])([F:29])[F:28])[CH2:22][CH2:21]3)=[CH:18][CH2:17][C@H:16]1[C@@H:15]([OH:36])[CH2:14][CH2:13][CH2:12]2. (3) Given the product [CH2:10]([N:12]1[C:16]2[CH:17]=[CH:18][CH:19]=[CH:20][C:15]=2[N:14]=[C:13]1[NH:21][N:22]=[C:1]([C:4]1[CH:9]=[CH:8][CH:7]=[CH:6][N:5]=1)[CH3:2])[CH3:11], predict the reactants needed to synthesize it. The reactants are: [C:1]([C:4]1[CH:9]=[CH:8][CH:7]=[CH:6][N:5]=1)(=O)[CH3:2].[CH2:10]([N:12]1[C:16]2[CH:17]=[CH:18][CH:19]=[CH:20][C:15]=2[N:14]=[C:13]1[NH:21][NH2:22])[CH3:11].